Dataset: Full USPTO retrosynthesis dataset with 1.9M reactions from patents (1976-2016). Task: Predict the reactants needed to synthesize the given product. (1) The reactants are: C([N:14]1[CH2:17][CH:16]([O:18][C:19]2[CH:24]=[C:23]([CH2:25][NH:26][C:27]3[N:45]=[CH:44][CH:43]=[CH:42][C:28]=3[C:29]([NH:31][C:32]3[CH:37]=[CH:36][C:35]([C:38]([CH3:41])([CH3:40])[CH3:39])=[CH:34][CH:33]=3)=[O:30])[CH:22]=[CH:21][N:20]=2)[CH2:15]1)(C1C=CC=CC=1)C1C=CC=CC=1.[SiH](CC)(CC)CC.C(O)(C(F)(F)F)=O. Given the product [NH:14]1[CH2:15][CH:16]([O:18][C:19]2[CH:24]=[C:23]([CH2:25][NH:26][C:27]3[N:45]=[CH:44][CH:43]=[CH:42][C:28]=3[C:29]([NH:31][C:32]3[CH:37]=[CH:36][C:35]([C:38]([CH3:41])([CH3:40])[CH3:39])=[CH:34][CH:33]=3)=[O:30])[CH:22]=[CH:21][N:20]=2)[CH2:17]1, predict the reactants needed to synthesize it. (2) The reactants are: C1C(=O)N([Br:8])C(=O)C1.[F:9][CH:10]([F:19])[C:11]1[C:12]([F:18])=[C:13]([CH:15]=[CH:16][CH:17]=1)[NH2:14].CN(C=O)C. Given the product [Br:8][C:17]1[CH:16]=[CH:15][C:13]([NH2:14])=[C:12]([F:18])[C:11]=1[CH:10]([F:9])[F:19], predict the reactants needed to synthesize it. (3) Given the product [F:1][C:2]1[CH:23]=[CH:22][CH:21]=[C:20]([F:24])[C:3]=1[CH2:4][O:5][C:6]1[C:7]2[N:8]([CH:13]=[C:14]([CH3:16])[N:15]=2)[CH:9]=[C:10]([CH3:12])[CH:11]=1, predict the reactants needed to synthesize it. The reactants are: [F:1][C:2]1[CH:23]=[CH:22][CH:21]=[C:20]([F:24])[C:3]=1[CH2:4][O:5][C:6]1[C:7]2[N:8]([C:13](C(O)=O)=[C:14]([CH3:16])[N:15]=2)[CH:9]=[C:10]([CH3:12])[CH:11]=1.Cl. (4) Given the product [S:9]1[CH:13]=[CH:12][N:11]=[C:10]1[C:14]1[CH:18]=[C:17]([C:19]([F:20])([F:22])[F:21])[N:16]([C:23]2[N:28]=[N:27][C:26]([NH2:29])=[CH:25][CH:24]=2)[N:15]=1.[Br:39][C:40]1[CH:41]=[C:42]([CH:46]=[CH:47][CH:48]=1)[C:43]([NH:29][C:26]1[N:27]=[N:28][C:23]([N:16]2[C:17]([C:19]([F:21])([F:20])[F:22])=[CH:18][C:14]([C:10]3[S:9][CH:13]=[CH:12][N:11]=3)=[N:15]2)=[CH:24][CH:25]=1)=[O:44], predict the reactants needed to synthesize it. The reactants are: S1C=CN=C1C(=O)C.[S:9]1[CH:13]=[CH:12][N:11]=[C:10]1[C:14]1[CH:18]=[C:17]([C:19]([F:22])([F:21])[F:20])[N:16]([C:23]2[N:28]=[N:27][C:26]([NH2:29])=[CH:25][CH:24]=2)[N:15]=1.C(N(CC)C(C)C)(C)C.[Br:39][C:40]1[CH:41]=[C:42]([CH:46]=[CH:47][CH:48]=1)[C:43](Cl)=[O:44].C(=O)(O)[O-].[Na+]. (5) The reactants are: C([O:4][CH2:5][C:6]1[CH:11]=[C:10]([C:12]2[CH:17]=[CH:16][C:15]([C:18]([F:21])([F:20])[F:19])=[CH:14][CH:13]=2)[C:9]([C:22]([O:24]C)=[O:23])=[CH:8][CH:7]=1)(=O)C.[OH-].[Na+]. Given the product [OH:4][CH2:5][C:6]1[CH:11]=[C:10]([C:12]2[CH:13]=[CH:14][C:15]([C:18]([F:21])([F:20])[F:19])=[CH:16][CH:17]=2)[C:9]([C:22]([OH:24])=[O:23])=[CH:8][CH:7]=1, predict the reactants needed to synthesize it. (6) Given the product [CH3:1][O:2][C:3](=[O:27])[CH2:4][C@H:5]1[C:9]2[CH:10]=[CH:11][C:12]([O:14][C@H:15]3[C:23]4[C:18](=[C:19]([CH2:33][C:32]5[CH:35]=[CH:36][CH:37]=[C:30]([F:29])[CH:31]=5)[C:20]([C:24]#[N:25])=[CH:21][CH:22]=4)[CH2:17][CH2:16]3)=[CH:13][C:8]=2[O:7][CH2:6]1, predict the reactants needed to synthesize it. The reactants are: [CH3:1][O:2][C:3](=[O:27])[CH2:4][C@H:5]1[C:9]2[CH:10]=[CH:11][C:12]([O:14][C@H:15]3[C:23]4[C:18](=[C:19](Br)[C:20]([C:24]#[N:25])=[CH:21][CH:22]=4)[CH2:17][CH2:16]3)=[CH:13][C:8]=2[O:7][CH2:6]1.[Br-].[F:29][C:30]1[CH:31]=[C:32]([CH:35]=[CH:36][CH:37]=1)[CH2:33][Zn+]. (7) Given the product [CH2:13]([N:20]([C:2]1[C:7]([Cl:8])=[CH:6][C:5]([C:9]([F:12])([F:11])[F:10])=[CH:4][N:3]=1)[S:21]([C:24]1[CH:29]=[CH:28][C:27]([N+:30]([O-:32])=[O:31])=[CH:26][CH:25]=1)(=[O:23])=[O:22])[C:14]1[CH:19]=[CH:18][CH:17]=[CH:16][CH:15]=1, predict the reactants needed to synthesize it. The reactants are: Cl[C:2]1[C:7]([Cl:8])=[CH:6][C:5]([C:9]([F:12])([F:11])[F:10])=[CH:4][N:3]=1.[CH2:13]([NH:20][S:21]([C:24]1[CH:29]=[CH:28][C:27]([N+:30]([O-:32])=[O:31])=[CH:26][CH:25]=1)(=[O:23])=[O:22])[C:14]1[CH:19]=[CH:18][CH:17]=[CH:16][CH:15]=1.